This data is from Cav3 T-type calcium channel HTS with 100,875 compounds. The task is: Binary Classification. Given a drug SMILES string, predict its activity (active/inactive) in a high-throughput screening assay against a specified biological target. The molecule is O(c1c(OC)cc(c([N+]([O-])=O)c1)/C=C(\c1[nH]c2c(n1)cccc2)C#N)Cc1ccccc1. The result is 0 (inactive).